This data is from CYP2C9 inhibition data for predicting drug metabolism from PubChem BioAssay. The task is: Regression/Classification. Given a drug SMILES string, predict its absorption, distribution, metabolism, or excretion properties. Task type varies by dataset: regression for continuous measurements (e.g., permeability, clearance, half-life) or binary classification for categorical outcomes (e.g., BBB penetration, CYP inhibition). Dataset: cyp2c9_veith. (1) The drug is CCc1cc2c(nc1CC)CCN(CC/C(C)=N/OC)C2. The result is 0 (non-inhibitor). (2) The compound is CN(C)C(=O)c1ccc(-c2cncnc2NC2CCNCC2)cc1. The result is 0 (non-inhibitor).